From a dataset of Catalyst prediction with 721,799 reactions and 888 catalyst types from USPTO. Predict which catalyst facilitates the given reaction. (1) Reactant: [Cl:1][C:2]1[C:3](Cl)=[N:4][CH:5]=[C:6]([CH:12]=1)[C:7]([O:9][CH2:10][CH3:11])=[O:8].[NH2:14][C@@H:15]1[CH2:19][CH2:18][N:17]([C:20]([O:22][C:23]([CH3:26])([CH3:25])[CH3:24])=[O:21])[CH2:16]1.C([O-])([O-])=O.[K+].[K+].CCOC(C)=O. Product: [C:23]([O:22][C:20]([N:17]1[CH2:18][CH2:19][C@@H:15]([NH:14][C:3]2[C:2]([Cl:1])=[CH:12][C:6]([C:7]([O:9][CH2:10][CH3:11])=[O:8])=[CH:5][N:4]=2)[CH2:16]1)=[O:21])([CH3:26])([CH3:24])[CH3:25]. The catalyst class is: 18. (2) Reactant: Cl.[F:2][C:3]1[C:8]([O:9]COC)=[C:7]([CH:13]=[O:14])[CH:6]=[CH:5][C:4]=1[C:15]1[CH:20]=[CH:19][C:18]([F:21])=[CH:17][CH:16]=1. Product: [F:2][C:3]1[C:8]([OH:9])=[C:7]([CH:13]=[O:14])[CH:6]=[CH:5][C:4]=1[C:15]1[CH:20]=[CH:19][C:18]([F:21])=[CH:17][CH:16]=1. The catalyst class is: 8.